Dataset: Peptide-MHC class II binding affinity with 134,281 pairs from IEDB. Task: Regression. Given a peptide amino acid sequence and an MHC pseudo amino acid sequence, predict their binding affinity value. This is MHC class II binding data. (1) The peptide sequence is PAGVCPTIGVGGNFA. The MHC is HLA-DPA10103-DPB10301 with pseudo-sequence HLA-DPA10103-DPB10301. The binding affinity (normalized) is 0. (2) The peptide sequence is SPLLTEGFKLLSSLV. The MHC is DRB4_0101 with pseudo-sequence DRB4_0103. The binding affinity (normalized) is 0.922. (3) The peptide sequence is EHRWREIYNMVKFRM. The MHC is DRB1_1201 with pseudo-sequence DRB1_1201. The binding affinity (normalized) is 0.588. (4) The peptide sequence is FNIQYVNYWFAPGAA. The MHC is DRB1_0401 with pseudo-sequence DRB1_0401. The binding affinity (normalized) is 0.317. (5) The peptide sequence is VGADEDDIKATYDKG. The MHC is DRB5_0101 with pseudo-sequence DRB5_0101. The binding affinity (normalized) is 0.